From a dataset of Full USPTO retrosynthesis dataset with 1.9M reactions from patents (1976-2016). Predict the reactants needed to synthesize the given product. Given the product [Br:1][C:2]1[CH:3]=[N:4][C:5]2[N:6]([N:8]=[C:9]([C:11]([N:16]3[CH2:17][CH2:18][C:19]4[C:24](=[CH:23][C:22]([CH3:25])=[CH:21][CH:20]=4)[N:15]3[CH3:14])=[O:13])[CH:10]=2)[CH:7]=1, predict the reactants needed to synthesize it. The reactants are: [Br:1][C:2]1[CH:3]=[N:4][C:5]2[N:6]([N:8]=[C:9]([C:11]([OH:13])=O)[CH:10]=2)[CH:7]=1.[CH3:14][N:15]1[C:24]2[C:19](=[CH:20][CH:21]=[C:22]([CH3:25])[CH:23]=2)[CH2:18][CH2:17][NH:16]1.